Dataset: Forward reaction prediction with 1.9M reactions from USPTO patents (1976-2016). Task: Predict the product of the given reaction. (1) Given the reactants [Cl:1][C:2]1[CH:3]=[C:4]([B:8]([C:10]2[CH:15]=[CH:14][C:13]([F:16])=[CH:12][CH:11]=2)[OH:9])[CH:5]=[CH:6][CH:7]=1.O[C:18]1[CH:19]=[CH:20][CH:21]=[C:22]2[C:27]=1[N:26]=[CH:25][CH:24]=[CH:23]2, predict the reaction product. The product is: [N:26]1[C:27]2[C:22](=[CH:21][CH:20]=[CH:19][C:18]=2[O:9][B:8]([C:4]2[CH:5]=[CH:6][CH:7]=[C:2]([Cl:1])[CH:3]=2)[C:10]2[CH:15]=[CH:14][C:13]([F:16])=[CH:12][CH:11]=2)[CH:23]=[CH:24][CH:25]=1. (2) Given the reactants O[CH2:2][CH2:3][CH2:4][C:5]1([CH3:25])[CH2:14][CH:13]2[CH:8]([CH:9]=[CH:10][CH:11]=[CH:12]2)[N:7]([CH2:15][C:16]2[CH:21]=[CH:20][C:19]([O:22][CH3:23])=[CH:18][CH:17]=2)[C:6]1=[O:24].[CH2:26]([N:28](CC)CC)C.CS(Cl)(=O)=O.C(OCC)(=O)C, predict the reaction product. The product is: [CH3:23][O:22][C:19]1[CH:20]=[CH:21][C:16]([CH2:15][N:7]2[CH:8]3[CH:13]([CH:12]=[CH:11][CH:10]=[CH:9]3)[CH2:14][C:5]([CH3:25])([CH2:4][CH2:3][CH2:2][NH:28][CH3:26])[C:6]2=[O:24])=[CH:17][CH:18]=1. (3) Given the reactants C([O-])([O-])=O.[K+].[K+].[Br:7][C:8]1[CH:9]=[C:10]([C:14](=[O:20])[CH2:15][CH2:16][CH2:17][CH2:18]Cl)[CH:11]=[CH:12][CH:13]=1.[CH3:21][CH:22]([CH3:38])[C:23]([NH:25][C:26]1[CH:31]=[CH:30][CH:29]=[C:28]([CH:32]2[CH2:37][CH2:36][NH:35][CH2:34][CH2:33]2)[CH:27]=1)=[O:24], predict the reaction product. The product is: [Br:7][C:8]1[CH:9]=[C:10]([C:14](=[O:20])[CH2:15][CH2:16][CH2:17][CH2:18][N:35]2[CH2:36][CH2:37][CH:32]([C:28]3[CH:27]=[C:26]([NH:25][C:23](=[O:24])[CH:22]([CH3:21])[CH3:38])[CH:31]=[CH:30][CH:29]=3)[CH2:33][CH2:34]2)[CH:11]=[CH:12][CH:13]=1. (4) Given the reactants [CH:1]1([NH:7][C:8]([NH:10][C@H:11]2[CH2:15][O:14][C@@H:13]3[C@H:16]([OH:19])[CH2:17][O:18][C@H:12]23)=[O:9])[CH2:6][CH2:5][CH2:4][CH2:3][CH2:2]1.N1C=CC=CC=1.[F:26][C:27]([F:40])([F:39])[S:28](O[S:28]([C:27]([F:40])([F:39])[F:26])(=[O:30])=[O:29])(=[O:30])=[O:29], predict the reaction product. The product is: [CH:1]1([NH:7][C:8](=[O:9])[NH:10][C@@H:11]2[C@H:12]3[O:18][CH2:17][C@@H:16]([O:19][S:28]([C:27]([F:40])([F:39])[F:26])(=[O:30])=[O:29])[C@H:13]3[O:14][CH2:15]2)[CH2:6][CH2:5][CH2:4][CH2:3][CH2:2]1. (5) Given the reactants [CH3:1][N:2]1[CH:6]=[C:5]([S:7]([NH2:10])(=[O:9])=[O:8])[N:4]=[C:3]1[CH3:11].C1(P(C2CCCCC2)C2C=CC=CC=2C2C(C(C)C)=CC(C(C)C)=CC=2C(C)C)CCCCC1.C(=O)([O-])[O-].[Cs+].[Cs+].[CH2:52]([O:54][C:55](=[O:76])[C@H:56]([O:58][C:59]1[CH:64]=[C:63](Cl)[N:62]=[C:61]([S:66][CH2:67][C:68]2[CH:73]=[CH:72][CH:71]=[C:70]([F:74])[C:69]=2[F:75])[N:60]=1)[CH3:57])[CH3:53], predict the reaction product. The product is: [F:75][C:69]1[C:70]([F:74])=[CH:71][CH:72]=[CH:73][C:68]=1[CH2:67][S:66][C:61]1[N:60]=[C:59]([O:58][C@H:56]([CH3:57])[C:55]([O:54][CH2:52][CH3:53])=[O:76])[CH:64]=[C:63]([NH:10][S:7]([C:5]2[N:4]=[C:3]([CH3:11])[N:2]([CH3:1])[CH:6]=2)(=[O:9])=[O:8])[N:62]=1. (6) Given the reactants [F:1][C:2]1[CH:3]=[CH:4][C:5]2[N:6]([C:8]([C:11]([O:13]CC)=[O:12])=[CH:9][N:10]=2)[CH:7]=1.O.[OH-].[Li+].O.C1COCC1, predict the reaction product. The product is: [F:1][C:2]1[CH:3]=[CH:4][C:5]2[N:6]([C:8]([C:11]([OH:13])=[O:12])=[CH:9][N:10]=2)[CH:7]=1.